Dataset: Reaction yield outcomes from USPTO patents with 853,638 reactions. Task: Predict the reaction yield, written as a fraction of the theoretical maximum amount of product (1.0 means a 100% yield; for example, 0.34 means a 34% yield). (1) The reactants are C[O:2][C:3]1[CH:4]=[C:5]([C:9]23[CH2:18][C:17]4[CH:19]=[CH:20][CH:21]=[CH:22][C:16]=4[CH2:15][C:14]2([CH3:23])[CH2:13][N:12]([CH3:24])[CH2:11][CH2:10]3)[CH:6]=[CH:7][CH:8]=1.Br.[OH-].[Na+].C([O-])(O)=O.[Na+]. The catalyst is C(O)(=O)C. The product is [OH:2][C:3]1[CH:4]=[C:5]([C:9]23[CH2:18][C:17]4[CH:19]=[CH:20][CH:21]=[CH:22][C:16]=4[CH2:15][C:14]2([CH3:23])[CH2:13][N:12]([CH3:24])[CH2:11][CH2:10]3)[CH:6]=[CH:7][CH:8]=1. The yield is 0.280. (2) The reactants are [C:1]12([N:6]([CH2:18][CH2:19][OH:20])[S:7]([C:10]3[C:11](Cl)=[N:12][CH:13]=[C:14]([Br:16])[CH:15]=3)(=[O:9])=[O:8])[CH2:5][CH:3]([CH2:4]1)[CH2:2]2.[H-].[Na+].O. The catalyst is CN(C=O)C. The product is [C:1]12([N:6]3[CH2:18][CH2:19][O:20][C:11]4[N:12]=[CH:13][C:14]([Br:16])=[CH:15][C:10]=4[S:7]3(=[O:9])=[O:8])[CH2:5][CH:3]([CH2:4]1)[CH2:2]2. The yield is 0.840.